From a dataset of Full USPTO retrosynthesis dataset with 1.9M reactions from patents (1976-2016). Predict the reactants needed to synthesize the given product. (1) The reactants are: [CH:1]1[C:10]2[C:5](=[CH:6][CH:7]=[CH:8][CH:9]=2)[CH:4]=[CH:3][C:2]=1[O:11][C:12]1[CH:13]=[C:14]([CH:17]=[CH:18][CH:19]=1)[C:15]#[N:16].C1COCC1.[H-].[Al+3].[Li+].[H-].[H-].[H-].[OH-].[Na+]. Given the product [CH:1]1[C:10]2[C:5](=[CH:6][CH:7]=[CH:8][CH:9]=2)[CH:4]=[CH:3][C:2]=1[O:11][C:12]1[CH:13]=[C:14]([CH:17]=[CH:18][CH:19]=1)[CH2:15][NH2:16], predict the reactants needed to synthesize it. (2) Given the product [Cl:1][C:2]1[C:7]([CH2:8][N:9]([CH2:20][C:21]2[CH:22]=[C:23]([CH:35]=[CH:36][CH:37]=2)[CH2:24][N:25]2[CH:29]([C:30]([N:50]3[CH2:51][CH2:52][CH:47]([C:41]4[CH:46]=[CH:45][CH:44]=[CH:43][CH:42]=4)[CH2:48][CH2:49]3)=[O:32])[CH2:28][CH2:27][S:26]2(=[O:33])=[O:34])[C@H:10]([CH2:16][N:17]([CH3:18])[CH3:19])[CH2:11][C:12]([CH3:14])([CH3:15])[CH3:13])=[C:6]([F:38])[C:5]([O:39][CH3:40])=[CH:4][CH:3]=1, predict the reactants needed to synthesize it. The reactants are: [Cl:1][C:2]1[C:7]([CH2:8][N:9]([CH2:20][C:21]2[CH:22]=[C:23]([CH:35]=[CH:36][CH:37]=2)[CH2:24][N:25]2[CH:29]([C:30]([OH:32])=O)[CH2:28][CH2:27][S:26]2(=[O:34])=[O:33])[C@H:10]([CH2:16][N:17]([CH3:19])[CH3:18])[CH2:11][C:12]([CH3:15])([CH3:14])[CH3:13])=[C:6]([F:38])[C:5]([O:39][CH3:40])=[CH:4][CH:3]=1.[C:41]1([CH:47]2[CH2:52][CH2:51][NH:50][CH2:49][CH2:48]2)[CH:46]=[CH:45][CH:44]=[CH:43][CH:42]=1. (3) Given the product [F:3][C:4]([F:10])([CH:7]([F:9])[F:8])[CH2:5][O:6][C:14]1[CH:24]=[CH:23][C:17]([C:18]([O:20][CH2:21][CH3:22])=[O:19])=[CH:16][N:15]=1, predict the reactants needed to synthesize it. The reactants are: [H-].[Na+].[F:3][C:4]([F:10])([CH:7]([F:9])[F:8])[CH2:5][OH:6].[H][H].Cl[C:14]1[CH:24]=[CH:23][C:17]([C:18]([O:20][CH2:21][CH3:22])=[O:19])=[CH:16][N:15]=1. (4) Given the product [ClH:15].[F:1][C:2]1[CH:9]=[CH:8][C:5]([CH2:6][NH2:7])=[C:4]([N:10]2[CH:14]=[N:13][CH:12]=[N:11]2)[CH:3]=1, predict the reactants needed to synthesize it. The reactants are: [F:1][C:2]1[CH:9]=[CH:8][C:5]([C:6]#[N:7])=[C:4]([N:10]2[CH:14]=[N:13][CH:12]=[N:11]2)[CH:3]=1.[ClH:15]. (5) The reactants are: [Si]([O:8][CH2:9][CH2:10][NH:11][CH:12]1[CH2:16][N:15]([C:17]2[CH:18]=[N:19][N:20]3[CH2:25][C@H:24]([CH3:26])[N:23]([C:27]([O:29][C:30]([CH3:33])([CH3:32])[CH3:31])=[O:28])[CH2:22][C:21]=23)[C:14](=[O:34])[CH2:13]1)(C(C)(C)C)(C)C.[F-].[K+].C1OCCOCCOCCOCCOCCOC1. Given the product [OH:8][CH2:9][CH2:10][NH:11][CH:12]1[CH2:16][N:15]([C:17]2[CH:18]=[N:19][N:20]3[CH2:25][C@H:24]([CH3:26])[N:23]([C:27]([O:29][C:30]([CH3:33])([CH3:32])[CH3:31])=[O:28])[CH2:22][C:21]=23)[C:14](=[O:34])[CH2:13]1, predict the reactants needed to synthesize it. (6) Given the product [CH3:32][O:30][C:28](=[O:29])[CH2:27][S:26][C:22]1[CH:23]=[CH:24][CH:25]=[C:20]([CH2:19][N:3]([C:4]([O:6][C:7]([CH3:8])([CH3:9])[CH3:10])=[O:5])[C:11]([O:13][C:14]([CH3:17])([CH3:16])[CH3:15])=[O:12])[CH:21]=1, predict the reactants needed to synthesize it. The reactants are: [H-].[Na+].[NH:3]([C:11]([O:13][C:14]([CH3:17])([CH3:16])[CH3:15])=[O:12])[C:4]([O:6][C:7]([CH3:10])([CH3:9])[CH3:8])=[O:5].Cl[CH2:19][C:20]1[CH:21]=[C:22]([S:26][CH2:27][C:28]([OH:30])=[O:29])[CH:23]=[CH:24][CH:25]=1.O.[CH3:32]N(C)C=O. (7) Given the product [CH3:1][CH:2]([NH:4][C:5]([CH:7]=[CH2:8])=[O:6])[CH3:3].[C:9]([O:13][CH2:14][CH2:15][C:16]1[CH:17]=[CH:18][CH:19]=[CH:20][CH:21]=1)(=[O:12])[CH:10]=[CH2:11], predict the reactants needed to synthesize it. The reactants are: [CH3:1][CH:2]([NH:4][C:5]([CH:7]=[CH2:8])=[O:6])[CH3:3].[C:9]([O:13][CH2:14][CH2:15][C:16]1[CH:21]=[CH:20][CH:19]=[CH:18][CH:17]=1)(=[O:12])[CH:10]=[CH2:11].N(C(C)(CC)C#N)=NC(C)(CC)C#N.